This data is from Forward reaction prediction with 1.9M reactions from USPTO patents (1976-2016). The task is: Predict the product of the given reaction. Given the reactants [Cl:1][C:2]1[C:11]2[N:10]=[C:9]([O:12][CH3:13])[C:8](=[O:14])[N:7]([CH3:15])[C:6]=2[N:5]=[CH:4][N:3]=1.Cl[C:17]1N=CN=C(NC2CC2)[C:18]=1N, predict the reaction product. The product is: [Cl:1][C:2]1[C:11]2[N:10]=[C:9]([O:12][CH3:13])[C:8](=[O:14])[N:7]([CH:15]3[CH2:18][CH2:17]3)[C:6]=2[N:5]=[CH:4][N:3]=1.